The task is: Predict the product of the given reaction.. This data is from Forward reaction prediction with 1.9M reactions from USPTO patents (1976-2016). (1) Given the reactants [H-].[Al+3].[Li+].[H-].[H-].[H-].[OH:7][CH2:8][C:9]1[CH:16]=[CH:15][C:12]([C:13]#[N:14])=[CH:11][CH:10]=1, predict the reaction product. The product is: [NH2:14][CH2:13][C:12]1[CH:15]=[CH:16][C:9]([CH2:8][OH:7])=[CH:10][CH:11]=1. (2) Given the reactants [OH:1][CH:2]1[CH:7]([C:8]2[CH:13]=[CH:12][C:11]([O:14][CH2:15][CH2:16][O:17][CH2:18][CH2:19][C:20]3[CH:25]=[CH:24][CH:23]=[CH:22][C:21]=3[O:26][CH3:27])=[CH:10][CH:9]=2)[CH2:6][CH2:5][N:4]([C:28]([O:30][C:31]([CH3:34])([CH3:33])[CH3:32])=[O:29])[CH2:3]1.Cl[CH2:36][C:37]1[CH:46]=[C:45]2[C:40]([CH2:41][CH2:42][C:43](=[O:52])[N:44]2[CH2:47][CH2:48][CH2:49][O:50][CH3:51])=[CH:39][CH:38]=1, predict the reaction product. The product is: [CH3:27][O:26][C:21]1[CH:22]=[CH:23][CH:24]=[CH:25][C:20]=1[CH2:19][CH2:18][O:17][CH2:16][CH2:15][O:14][C:11]1[CH:12]=[CH:13][C:8]([CH:7]2[CH2:6][CH2:5][N:4]([C:28]([O:30][C:31]([CH3:34])([CH3:33])[CH3:32])=[O:29])[CH2:3][CH:2]2[O:1][CH2:36][C:37]2[CH:46]=[C:45]3[C:40]([CH2:41][CH2:42][C:43](=[O:52])[N:44]3[CH2:47][CH2:48][CH2:49][O:50][CH3:51])=[CH:39][CH:38]=2)=[CH:9][CH:10]=1. (3) Given the reactants C1([Si](OC)(OC)OC)C=CC=CC=1.C(O[Si](OCC)(OCC)OCC)C.C[Si](OCC)(OCC)OCC.[C:38]([O-:41])(=[O:40])[CH3:39].CO[Si](CC[N+:51]1[CH:56]=[CH:55][CH:54]=[CH:53][CH:52]=1)(OC)OC.Cl.C(OCC(O)C)C, predict the reaction product. The product is: [C:38]([O-:41])(=[O:40])[CH3:39].[NH+:51]1[CH:56]=[CH:55][CH:54]=[CH:53][CH:52]=1. (4) Given the reactants [C:1]([O:5][C:6]([CH:8]1[CH2:13][CH2:12][N:11]([C:14]2[C:15]([C:28]3[CH:33]=[CH:32][CH:31]=[CH:30][CH:29]=3)=[N:16][C:17]3[C:22]([N:23]=2)=[CH:21][C:20]([C:24]([O:26]C)=[O:25])=[CH:19][CH:18]=3)[CH2:10][CH2:9]1)=[O:7])([CH3:4])([CH3:3])[CH3:2].[H-].[Na+].CI, predict the reaction product. The product is: [C:1]([O:5][C:6]([CH:8]1[CH2:9][CH2:10][N:11]([C:14]2[C:15]([C:28]3[CH:33]=[CH:32][CH:31]=[CH:30][CH:29]=3)=[N:16][C:17]3[C:22]([N:23]=2)=[CH:21][C:20]([C:24]([OH:26])=[O:25])=[CH:19][CH:18]=3)[CH2:12][CH2:13]1)=[O:7])([CH3:4])([CH3:2])[CH3:3]. (5) Given the reactants [CH3:1][O:2][C:3](=[O:19])[CH:4]([O:16][CH2:17][CH3:18])[CH2:5][C:6]1[C:14]2[CH:13]=[CH:12][S:11][C:10]=2[C:9]([OH:15])=[CH:8][CH:7]=1.Cl[CH2:21][C:22]1[N:23]=[C:24]([C:28]2[CH:33]=[CH:32][CH:31]=[CH:30][CH:29]=2)[O:25][C:26]=1[CH3:27].[H-].[Na+], predict the reaction product. The product is: [CH3:1][O:2][C:3](=[O:19])[CH:4]([O:16][CH2:17][CH3:18])[CH2:5][C:6]1[C:14]2[CH:13]=[CH:12][S:11][C:10]=2[C:9]([O:15][CH2:21][C:22]2[N:23]=[C:24]([C:28]3[CH:33]=[CH:32][CH:31]=[CH:30][CH:29]=3)[O:25][C:26]=2[CH3:27])=[CH:8][CH:7]=1. (6) Given the reactants [CH3:1][O:2][C:3](=[O:35])[C:4]1[CH:34]=[CH:33][C:7]([C:8]([NH:10][CH:11]2[CH2:16][CH2:15][CH:14]([O:17][C:18](=[O:20])[CH3:19])[CH2:13][CH:12]2[C:21]2[CH:26]=[CH:25][C:24]([O:27][CH3:28])=[C:23]([O:29][CH:30]([F:32])[F:31])[CH:22]=2)=O)=[CH:6][CH:5]=1.[OH-].[Na+], predict the reaction product. The product is: [CH3:1][O:2][C:3](=[O:35])[C:4]1[CH:34]=[CH:33][C:7]([C:8]2[C:26]3[C:21](=[CH:22][C:23]([O:29][CH:30]([F:32])[F:31])=[C:24]([O:27][CH3:28])[CH:25]=3)[CH:12]3[CH:11]([CH2:16][CH2:15][CH:14]([O:17][C:18](=[O:20])[CH3:19])[CH2:13]3)[N:10]=2)=[CH:6][CH:5]=1.